This data is from Human liver microsome stability data. The task is: Regression/Classification. Given a drug SMILES string, predict its absorption, distribution, metabolism, or excretion properties. Task type varies by dataset: regression for continuous measurements (e.g., permeability, clearance, half-life) or binary classification for categorical outcomes (e.g., BBB penetration, CYP inhibition). Dataset: hlm. (1) The compound is C=C(C)[C@@H]1CC[C@]2(NC(=O)NCCN3CCS(=O)(=O)CC3)CC[C@]3(C)[C@H](CC[C@@H]4[C@@]5(C)CC=C(c6ccc(C(=O)O)cc6)C(C)(C)[C@@H]5CC[C@]43C)[C@@H]12. The result is 0 (unstable in human liver microsomes). (2) The drug is NC1CN(c2cc(-c3ccsc3)ncn2)CC1c1cc(F)c(F)cc1F. The result is 0 (unstable in human liver microsomes). (3) The molecule is CC(C)(NC(=O)c1nn(C(C)(C)C)c2c1C[C@H]1C[C@@H]21)c1ccccc1. The result is 1 (stable in human liver microsomes). (4) The drug is CC(C)(C)c1cc(NC(=O)N2CCCN(C(=O)C3CCOCC3)CC2)no1. The result is 0 (unstable in human liver microsomes). (5) The compound is Cc1cc(C(=O)N[C@@H](Cc2ccc(F)cc2)C(=O)N[C@@H](C[C@@H]2CCCNC2=O)[C@H]2OC(=O)N(C(C)C)C2=N)no1. The result is 0 (unstable in human liver microsomes). (6) The molecule is C[C@@H](c1ccccc1)[C@H](NC(=O)[C@@H](N)Cc1ccccc1)C(N)=O. The result is 0 (unstable in human liver microsomes).